From a dataset of HIV replication inhibition screening data with 41,000+ compounds from the AIDS Antiviral Screen. Binary Classification. Given a drug SMILES string, predict its activity (active/inactive) in a high-throughput screening assay against a specified biological target. (1) The compound is O=C(NN=Cc1ccc(Cl)cc1)c1ccccc1Nc1ccccc1C(=O)NN=Cc1ccc(Cl)cc1. The result is 0 (inactive). (2) The drug is N#Cc1nc2ccccc2nc1N1CCN(c2ccc([N+](=O)[O-])cc2)CC1. The result is 0 (inactive). (3) The drug is CCOC=CC(C)C1(C(=O)OCC)CCCCC1=O. The result is 0 (inactive). (4) The drug is CC(O)(C#N)CC(O)(C(F)(F)Cl)C(F)(F)Cl. The result is 0 (inactive). (5) The molecule is O=C1c2ccccc2C(=O)N1N1C(=O)c2ccccc2C1=O. The result is 0 (inactive). (6) The drug is CC(C)(C)c1cc(Cc2ccc(S(C)(=O)=O)cc2)c(O)c(C(C)(C)C)c1. The result is 0 (inactive). (7) The molecule is C=C=C(CCCC)C(=O)O. The result is 1 (active). (8) The molecule is CCN(CC)C(=S)SCCCS(=O)(=O)O. The result is 0 (inactive). (9) The compound is Cc1ccc(N=NC2=C3Nc4ccccc4N=C2N(c2ccccn2)C(=S)N3c2ccccc2C)cc1. The result is 0 (inactive).